From a dataset of Full USPTO retrosynthesis dataset with 1.9M reactions from patents (1976-2016). Predict the reactants needed to synthesize the given product. (1) Given the product [NH2:11][C:4]1[CH:5]=[C:6]([F:10])[CH:7]=[C:8]([Cl:9])[C:3]=1[CH2:2][NH:1][CH:14]1[CH2:13][C:12](=[O:18])[NH:16][C:15]1=[O:17], predict the reactants needed to synthesize it. The reactants are: [NH2:1][CH2:2][C:3]1[C:8]([Cl:9])=[CH:7][C:6]([F:10])=[CH:5][C:4]=1[NH2:11].[C:12]1(=[O:18])[NH:16][C:15](=[O:17])[CH:14]=[CH:13]1. (2) Given the product [CH2:1]([O:8][CH2:9][N:10]1[C:11](=[O:57])[C:12]2[C:48]3[C:56]4[C:51](=[CH:52][CH:53]=[CH:54][CH:55]=4)[NH:50][C:49]=3[C:17]3[N:18]([C@@H:25]4[O:42][C@H:41]([CH2:43][O:44][C:45](=[O:47])[CH3:46])[C@@H:36]([O:37][C:38](=[O:40])[CH3:39])[C@H:31]([O:32][C:33](=[O:35])[CH3:34])[C@H:26]4[O:27][C:28](=[O:30])[CH3:29])[C:19]4[N:20]=[CH:21][CH:22]=[CH:23][C:24]=4[C:16]=3[C:13]=2[C:14]1=[O:15])[C:2]1[CH:7]=[CH:6][CH:5]=[CH:4][CH:3]=1, predict the reactants needed to synthesize it. The reactants are: [CH2:1]([O:8][CH2:9][N:10]1[C:14](=[O:15])[C:13]([C:16]2[C:24]3[C:19](=[N:20][CH:21]=[CH:22][CH:23]=3)[N:18]([C@@H:25]3[O:42][C@H:41]([CH2:43][O:44][C:45](=[O:47])[CH3:46])[C@@H:36]([O:37][C:38](=[O:40])[CH3:39])[C@H:31]([O:32][C:33](=[O:35])[CH3:34])[C@H:26]3[O:27][C:28](=[O:30])[CH3:29])[CH:17]=2)=[C:12]([C:48]2[C:56]3[C:51](=[CH:52][CH:53]=[CH:54][CH:55]=3)[NH:50][CH:49]=2)[C:11]1=[O:57])[C:2]1[CH:7]=[CH:6][CH:5]=[CH:4][CH:3]=1.II. (3) Given the product [CH3:1][NH:2][C:3]([NH2:5])=[O:4].[S-:6][C:7]#[N:8].[Na+:9], predict the reactants needed to synthesize it. The reactants are: [CH3:1][NH:2][C:3]([NH2:5])=[O:4].[S-:6][C:7]#[N:8].[Na+:9]. (4) Given the product [CH3:11][N:9]([CH3:10])[CH2:7][CH2:6][C:5]([CH2:12][O:13][CH2:14][CH2:15][CH2:16][CH2:17][CH2:18][CH2:19][CH2:20][CH2:21][CH2:22][CH2:23][CH2:24][CH2:25][CH2:26][CH3:27])([CH2:28][O:29][CH2:30][CH2:31][CH2:32][CH2:33][CH2:34][CH2:35][CH2:36][CH2:37][CH2:38][CH2:39][CH2:40][CH2:41][CH2:42][CH3:43])[CH2:4][CH2:3][N:2]([CH3:1])[CH3:45], predict the reactants needed to synthesize it. The reactants are: [CH3:1][N:2]([CH3:45])[C:3](=O)[CH2:4][C:5]([CH2:28][O:29][CH2:30][CH2:31][CH2:32][CH2:33][CH2:34][CH2:35][CH2:36][CH2:37][CH2:38][CH2:39][CH2:40][CH2:41][CH2:42][CH3:43])([CH2:12][O:13][CH2:14][CH2:15][CH2:16][CH2:17][CH2:18][CH2:19][CH2:20][CH2:21][CH2:22][CH2:23][CH2:24][CH2:25][CH2:26][CH3:27])[CH2:6][C:7]([N:9]([CH3:11])[CH3:10])=O.[H-].[H-].[H-].[H-].[Li+].[Al+3]. (5) Given the product [F:1][C:2]1[CH:22]=[CH:21][C:5]([CH2:6][O:7][C:8]2[CH:17]=[C:16]3[C:11]([CH:12]=[C:13]([C@H:18]([OH:20])[CH3:19])[CH:14]=[N:15]3)=[CH:10][CH:9]=2)=[CH:4][CH:3]=1, predict the reactants needed to synthesize it. The reactants are: [F:1][C:2]1[CH:22]=[CH:21][C:5]([CH2:6][O:7][C:8]2[CH:17]=[C:16]3[C:11]([CH:12]=[C:13]([C:18](=[O:20])[CH3:19])[CH:14]=[N:15]3)=[CH:10][CH:9]=2)=[CH:4][CH:3]=1.B1(C)OC(C2C=CC=CC=2)(C2C=CC=CC=2)[C@@H]2N1CCC2.CSC.C([O-])(O)=O.[Na+]. (6) Given the product [CH3:16][NH:17][C:18]([C:20]1[S:21][CH:22]=[CH:23][C:24]=1[NH:25][C:26]1[C:31]([Cl:32])=[CH:30][N:29]=[C:28]([NH:1][C:2]2[CH:15]=[CH:14][C:5]3[CH2:6][CH2:7][O:8][C:9](=[O:13])[N:10]([CH2:11][CH3:12])[C:4]=3[CH:3]=2)[N:27]=1)=[O:19], predict the reactants needed to synthesize it. The reactants are: [NH2:1][C:2]1[CH:15]=[CH:14][C:5]2[CH2:6][CH2:7][O:8][C:9](=[O:13])[N:10]([CH2:11][CH3:12])[C:4]=2[CH:3]=1.[CH3:16][NH:17][C:18]([C:20]1[S:21][CH:22]=[CH:23][C:24]=1[NH:25][C:26]1[C:31]([Cl:32])=[CH:30][N:29]=[C:28](Cl)[N:27]=1)=[O:19]. (7) Given the product [Cl:1][C:2]1[CH:27]=[CH:26][C:5]2[C:6](=[O:25])[N:7]=[C:8]([C:10]3[N:15]=[C:14]([CH2:16][CH2:17][C:18]([O:20][CH2:35][C:30]4[O:31][C:32](=[O:34])[O:33][C:29]=4[CH3:28])=[O:19])[CH:13]=[C:12]([S:21]([CH3:24])(=[O:22])=[O:23])[CH:11]=3)[S:9][C:4]=2[CH:3]=1, predict the reactants needed to synthesize it. The reactants are: [Cl:1][C:2]1[CH:27]=[CH:26][C:5]2[C:6](=[O:25])[N:7]=[C:8]([C:10]3[N:15]=[C:14]([CH2:16][CH2:17][C:18]([OH:20])=[O:19])[CH:13]=[C:12]([S:21]([CH3:24])(=[O:23])=[O:22])[CH:11]=3)[S:9][C:4]=2[CH:3]=1.[CH3:28][C:29]1[O:33][C:32](=[O:34])[O:31][C:30]=1[CH2:35]O.C1C=CC2N(O)N=NC=2C=1.O.CCN=C=NCCCN(C)C. (8) Given the product [Br:1][C:2]1[CH:3]=[N:4][CH:5]=[C:6]([Br:9])[C:7]=1[N:10]([CH2:13][CH3:14])[CH2:11][CH3:12], predict the reactants needed to synthesize it. The reactants are: [Br:1][C:2]1[CH:3]=[N:4][CH:5]=[C:6]([Br:9])[C:7]=1Cl.[NH:10]([CH2:13][CH3:14])[CH2:11][CH3:12].C(N(CC)C=O)C. (9) Given the product [CH2:35]([O:42][C:43](=[O:46])[CH2:44][NH:45][C:24]([C:10]1[N:11]=[C:12]([C:19](=[O:23])[N:20]([CH3:21])[CH3:22])[C:13]2[C:18]([C:9]=1[O:8][CH2:1][C:2]1[CH:7]=[CH:6][CH:5]=[CH:4][CH:3]=1)=[CH:17][CH:16]=[CH:15][CH:14]=2)=[O:25])[C:36]1[CH:41]=[CH:40][CH:39]=[CH:38][CH:37]=1, predict the reactants needed to synthesize it. The reactants are: [CH2:1]([O:8][C:9]1[C:18]2[C:13](=[CH:14][CH:15]=[CH:16][CH:17]=2)[C:12]([C:19](=[O:23])[N:20]([CH3:22])[CH3:21])=[N:11][C:10]=1[C:24](O)=[O:25])[C:2]1[CH:7]=[CH:6][CH:5]=[CH:4][CH:3]=1.CCN(CC)CC.Cl.[CH2:35]([O:42][C:43](=[O:46])[CH2:44][NH2:45])[C:36]1[CH:41]=[CH:40][CH:39]=[CH:38][CH:37]=1.